From a dataset of Reaction yield outcomes from USPTO patents with 853,638 reactions. Predict the reaction yield, written as a fraction of the theoretical maximum amount of product (1.0 means a 100% yield; for example, 0.34 means a 34% yield). The reactants are [NH2:1][C:2]1[CH:7]=[CH:6][N:5]=[CH:4][CH:3]=1.P(=O)(O)(O)O.[N+]([O-])(O)=O.[N:17]([O-])=O.[Na+].[CH3:21][C:22](=[O:27])[CH2:23][C:24](=[O:26])[CH3:25].C([O-])(=O)C.[K+].C([O-])([O-])=O.[Na+].[Na+]. The product is [N:5]1[CH:6]=[CH:7][C:2]([NH:1][N:17]=[C:23]([C:22](=[O:27])[CH3:21])[C:24](=[O:26])[CH3:25])=[CH:3][CH:4]=1. The yield is 0.140. The catalyst is C(O)C.